From a dataset of Reaction yield outcomes from USPTO patents with 853,638 reactions. Predict the reaction yield, written as a fraction of the theoretical maximum amount of product (1.0 means a 100% yield; for example, 0.34 means a 34% yield). (1) The reactants are [NH2:1][C@@H:2]([CH3:21])[CH2:3][O:4][C:5]1[CH:20]=[CH:19][C:8]([C:9]([O:11][CH2:12][C:13]2[CH:18]=[CH:17][CH:16]=[CH:15][CH:14]=2)=[O:10])=[CH:7][CH:6]=1.[N+:22]([C:25]1[CH:32]=[CH:31][CH:30]=[CH:29][C:26]=1[CH:27]=O)([O-:24])=[O:23].[BH3-]C#N.[Na+]. The catalyst is CO.CC(O)=O. The product is [N+:22]([C:25]1[CH:32]=[CH:31][CH:30]=[CH:29][C:26]=1[CH2:27][NH:1][C@@H:2]([CH3:21])[CH2:3][O:4][C:5]1[CH:20]=[CH:19][C:8]([C:9]([O:11][CH2:12][C:13]2[CH:14]=[CH:15][CH:16]=[CH:17][CH:18]=2)=[O:10])=[CH:7][CH:6]=1)([O-:24])=[O:23]. The yield is 0.420. (2) The reactants are [F:1][C:2]([F:9])([F:8])[C:3]1[CH:7]=[CH:6][NH:5][N:4]=1.N#N.[CH2:12](Cl)[C:13]1[CH:18]=[CH:17][CH:16]=[CH:15][CH:14]=1.[C:20](OCC)(=[O:22])C.CCCCCC. The catalyst is CN(C=O)C. The product is [CH3:20][O:22][C:16]1[CH:17]=[CH:18][C:13]([CH2:12][N:5]2[CH:6]=[CH:7][C:3]([C:2]([F:9])([F:8])[F:1])=[N:4]2)=[CH:14][CH:15]=1. The yield is 0.700. (3) The reactants are [F:1][C:2]1[CH:7]=[C:6]([I:8])[CH:5]=[CH:4][C:3]=1[NH:9][N:10]=[C:11]([C:16](=[O:20])[CH2:17][O:18][CH3:19])[C:12]([O:14][CH3:15])=[O:13].O.[CH3:22]OC(OC)N(C)C. No catalyst specified. The product is [F:1][C:2]1[CH:7]=[C:6]([I:8])[CH:5]=[CH:4][C:3]=1[N:9]1[CH:22]=[C:17]([O:18][CH3:19])[C:16](=[O:20])[C:11]([C:12]([O:14][CH3:15])=[O:13])=[N:10]1. The yield is 0.590. (4) The reactants are [CH3:1][O:2][CH2:3][N:4]1[C:12]2[C:7](=[CH:8][CH:9]=[CH:10][C:11]=2[NH:13][S:14]([C:17]2[CH:22]=[CH:21][CH:20]=[CH:19][C:18]=2[O:23][CH3:24])(=[O:16])=[O:15])[CH:6]=[C:5]1[C:25]([O:27][CH2:28][CH3:29])=[O:26].[C:30](=O)([O-])[O-].[K+].[K+].CI. The catalyst is CN(C)C=O.C(OCC)(=O)C. The product is [CH3:1][O:2][CH2:3][N:4]1[C:12]2[C:7](=[CH:8][CH:9]=[CH:10][C:11]=2[N:13]([S:14]([C:17]2[CH:22]=[CH:21][CH:20]=[CH:19][C:18]=2[O:23][CH3:24])(=[O:15])=[O:16])[CH3:30])[CH:6]=[C:5]1[C:25]([O:27][CH2:28][CH3:29])=[O:26]. The yield is 0.890. (5) The reactants are [F:1][C:2]1[CH:7]=[CH:6][C:5]([C:8]2[N:9]=[C:10]([CH:13]3[CH2:18][CH2:17][NH:16][CH2:15][CH2:14]3)[NH:11][CH:12]=2)=[CH:4][CH:3]=1.[CH:19]1([CH:25]=O)[CH2:24][CH2:23][CH2:22][CH2:21][CH2:20]1.C(O[BH-](OC(=O)C)OC(=O)C)(=O)C.[Na+].O. The catalyst is CO. The product is [CH:19]1([CH2:25][N:16]2[CH2:17][CH2:18][CH:13]([C:10]3[NH:11][CH:12]=[C:8]([C:5]4[CH:6]=[CH:7][C:2]([F:1])=[CH:3][CH:4]=4)[N:9]=3)[CH2:14][CH2:15]2)[CH2:24][CH2:23][CH2:22][CH2:21][CH2:20]1. The yield is 0.370. (6) The reactants are [CH3:1][O:2][C:3](=[O:16])[CH2:4][NH:5][C:6]([C:8]1[C:9](Cl)=[N:10][CH:11]=[C:12]([F:14])[CH:13]=1)=[O:7].CCN(CC)CC. The catalyst is CO.[OH-].[OH-].[Pd+2]. The product is [CH3:1][O:2][C:3](=[O:16])[CH2:4][NH:5][C:6]([C:8]1[CH:9]=[N:10][CH:11]=[C:12]([F:14])[CH:13]=1)=[O:7]. The yield is 0.950.